From a dataset of Forward reaction prediction with 1.9M reactions from USPTO patents (1976-2016). Predict the product of the given reaction. (1) Given the reactants [C:1]12([NH:11][C:12]3[N:17]=[C:16]([C:18]([F:21])([F:20])[F:19])[C:15]([CH2:22]Cl)=[CH:14][N:13]=3)[CH2:10][CH:5]3[CH2:6][CH:7]([CH2:9][CH:3]([CH2:4]3)[CH2:2]1)[CH2:8]2.CN(C)C=O.[NH:29]1[CH2:34][CH2:33][O:32][CH2:31][CH2:30]1.C(=O)([O-])[O-].[K+].[K+], predict the reaction product. The product is: [C:1]12([NH:11][C:12]3[N:17]=[C:16]([C:18]([F:21])([F:20])[F:19])[C:15]([CH2:22][N:29]4[CH2:34][CH2:33][O:32][CH2:31][CH2:30]4)=[CH:14][N:13]=3)[CH2:10][CH:5]3[CH2:6][CH:7]([CH2:9][CH:3]([CH2:4]3)[CH2:2]1)[CH2:8]2. (2) Given the reactants [N:1]1[CH:6]=[CH:5][CH:4]=[CH:3][C:2]=1[C:7]#[C:8][CH2:9][CH2:10][CH2:11][NH:12][C:13]1[C:14]2[C:19]([N:20]=[C:21]3[C:26]=1[CH2:25][CH2:24][CH2:23][CH2:22]3)=[CH:18][CH:17]=[CH:16][CH:15]=2.CO, predict the reaction product. The product is: [N:1]1[CH:6]=[CH:5][CH:4]=[CH:3][C:2]=1[CH2:7][CH2:8][CH2:9][CH2:10][CH2:11][NH:12][C:13]1[C:14]2[C:19]([N:20]=[C:21]3[C:26]=1[CH2:25][CH2:24][CH2:23][CH2:22]3)=[CH:18][CH:17]=[CH:16][CH:15]=2. (3) Given the reactants C[O:2][C:3]1[CH:4]=[C:5]2[C:10](=[CH:11][CH:12]=1)[C:9]([NH:13][C:14]1[CH:15]=[C:16]([CH:22]=[CH:23][CH:24]=1)[C:17]([O:19][CH2:20][CH3:21])=[O:18])=[CH:8][CH:7]=[CH:6]2.B(Br)(Br)Br, predict the reaction product. The product is: [OH:2][C:3]1[CH:4]=[C:5]2[C:10](=[CH:11][CH:12]=1)[C:9]([NH:13][C:14]1[CH:15]=[C:16]([CH:22]=[CH:23][CH:24]=1)[C:17]([O:19][CH2:20][CH3:21])=[O:18])=[CH:8][CH:7]=[CH:6]2. (4) The product is: [C:1]1([C@H:13]2[C@H:17]([C:18]3[C:26]4[C:21](=[CH:22][CH:23]=[CH:24][CH:25]=4)[NH:20][CH:19]=3)[C:16](=[O:27])[NH:15][C:14]2=[O:28])[C:11]2=[C:12]3[C:7](=[CH:8][CH:9]=[CH:10]2)[CH2:6][CH2:5][CH2:4][N:3]3[CH:2]=1. Given the reactants [C:1]1([C:13]2[C:14](=[O:28])[NH:15][C:16](=[O:27])[C:17]=2[C:18]2[C:26]3[C:21](=[CH:22][CH:23]=[CH:24][CH:25]=3)[NH:20][CH:19]=2)[C:11]2=[C:12]3[C:7](=[CH:8][CH:9]=[CH:10]2)[CH2:6][CH2:5][CH2:4][N:3]3[CH:2]=1.CC(C)([O-])C.[K+], predict the reaction product. (5) Given the reactants [Cl:1][C:2]1[CH:19]=[C:18]([Cl:20])[CH:17]=[CH:16][C:3]=1[CH:4]=[C:5]([C:11]([O:13]CC)=O)[C:6]([O:8][CH2:9][CH3:10])=[O:7].[C:21]([NH2:29])(=[NH:28])[C:22]1[CH:27]=[CH:26][CH:25]=[CH:24][CH:23]=1.C(C1C(=O)C(Cl)=C(Cl)C(=O)C=1C#N)#N, predict the reaction product. The product is: [Cl:1][C:2]1[CH:19]=[C:18]([Cl:20])[CH:17]=[CH:16][C:3]=1[C:4]1[N:28]=[C:21]([C:22]2[CH:27]=[CH:26][CH:25]=[CH:24][CH:23]=2)[NH:29][C:11](=[O:13])[C:5]=1[C:6]([O:8][CH2:9][CH3:10])=[O:7]. (6) The product is: [Cl:1][C:2]1[CH:3]=[C:4]([S:9]([N:15]2[CH2:16][CH:17]([CH3:20])[NH:18][CH2:19][CH:14]2[CH3:13])(=[O:11])=[O:10])[CH:5]=[CH:6][C:7]=1[Cl:8]. Given the reactants [Cl:1][C:2]1[CH:3]=[C:4]([S:9](Cl)(=[O:11])=[O:10])[CH:5]=[CH:6][C:7]=1[Cl:8].[CH3:13][CH:14]1[CH2:19][NH:18][CH:17]([CH3:20])[CH2:16][NH:15]1.C(N(C(C)C)CC)(C)C, predict the reaction product.